Predict the reactants needed to synthesize the given product. From a dataset of Full USPTO retrosynthesis dataset with 1.9M reactions from patents (1976-2016). (1) Given the product [CH2:6]([O:13][C:14](=[O:35])[N:15]([N:16]1[C:24]([C:25]2[CH:30]=[CH:29][CH:28]=[CH:27][CH:26]=2)=[C:23]2[C:18]([N:19]([CH3:34])[C:20](=[O:33])[N:21]([CH3:32])[C:22]2=[O:31])=[CH:17]1)[CH2:2][CH2:3][CH2:4][OH:5])[C:7]1[CH:12]=[CH:11][CH:10]=[CH:9][CH:8]=1, predict the reactants needed to synthesize it. The reactants are: Br[CH2:2][CH2:3][CH2:4][OH:5].[CH2:6]([O:13][C:14](=[O:35])[NH:15][N:16]1[C:24]([C:25]2[CH:30]=[CH:29][CH:28]=[CH:27][CH:26]=2)=[C:23]2[C:18]([N:19]([CH3:34])[C:20](=[O:33])[N:21]([CH3:32])[C:22]2=[O:31])=[CH:17]1)[C:7]1[CH:12]=[CH:11][CH:10]=[CH:9][CH:8]=1.C([O-])([O-])=O.[K+].[K+]. (2) Given the product [Cl:34][C:30]1[C:31]([F:33])=[CH:32][C:10]2[N:9]=[C:8]([CH:1]([O:42][CH3:41])[C:2]3[CH:7]=[CH:6][CH:5]=[CH:4][CH:3]=3)[N:12]([CH:13]([C:23]3[CH:28]=[CH:27][CH:26]=[C:25]([Cl:43])[CH:24]=3)[C:14]([NH:16][CH:17]3[CH2:18][CH2:19][CH2:20][CH2:21][CH2:22]3)=[O:15])[C:11]=2[CH:29]=1, predict the reactants needed to synthesize it. The reactants are: [CH2:1]([C:8]1[N:12]([CH:13]([CH:23]2[CH2:28][CH2:27][CH2:26][CH2:25][CH2:24]2)[C:14]([NH:16][CH:17]2[CH2:22][CH2:21][CH2:20][CH2:19][CH2:18]2)=[O:15])[C:11]2[CH:29]=[C:30]([Cl:34])[C:31]([F:33])=[CH:32][C:10]=2[N:9]=1)[C:2]1[CH:7]=[CH:6][CH:5]=[CH:4][CH:3]=1.C1([CH:41]=[O:42])CCCCC1.[Cl:43]C1C=C(C=CC=1)C=O.ClC1C=C(CC(O)=O)C=CC=1.COC(C(O)=O)C1C=CC=CC=1. (3) The reactants are: [CH3:1][C:2]1[S:11][C:10]2[NH:9][C:8]3[CH:12]=[CH:13][CH:14]=[CH:15][C:7]=3[NH:6][C:5](=S)[C:4]=2[CH:3]=1.[C:17]1([S:23][CH2:24][CH2:25][C@H:26]2[CH2:31][NH:30][CH2:29][CH2:28][NH:27]2)[CH:22]=[CH:21][CH:20]=[CH:19][CH:18]=1. Given the product [C:17]1([S:23][CH2:24][CH2:25][C@@H:26]2[NH:27][CH2:28][CH2:29][N:30]([C:5]3[C:4]4[CH:3]=[C:2]([CH3:1])[S:11][C:10]=4[NH:9][C:8]4[CH:12]=[CH:13][CH:14]=[CH:15][C:7]=4[N:6]=3)[CH2:31]2)[CH:18]=[CH:19][CH:20]=[CH:21][CH:22]=1, predict the reactants needed to synthesize it. (4) Given the product [C:1]([NH:4][CH2:5][C:6]1[CH:11]=[CH:10][C:9]([S:12]([O-:14])=[O:13])=[CH:8][CH:7]=1)(=[O:3])[CH3:2].[Na+:20], predict the reactants needed to synthesize it. The reactants are: [C:1]([NH:4][CH2:5][C:6]1[CH:11]=[CH:10][C:9]([S:12](Cl)(=[O:14])=[O:13])=[CH:8][CH:7]=1)(=[O:3])[CH3:2].[O-]S([O-])=O.[Na+:20].[Na+].C([O-])(O)=O.[Na+]. (5) Given the product [C:7]1([C:1]2[CH:2]=[CH:3][CH:4]=[CH:5][CH:6]=2)[CH:8]=[CH:9][C:10]([NH:11][C:29]([N:31]2[CH2:36][CH2:35][NH:34][CH2:33][CH:32]2[CH2:44][C:49](=[O:50])[NH:48][C:51]2[CH:56]=[CH:55][C:54]([CH:57]3[CH2:58][CH2:59][CH2:60][CH2:61][CH2:62]3)=[CH:53][CH:52]=2)=[O:28])=[CH:12][CH:13]=1, predict the reactants needed to synthesize it. The reactants are: [CH:1]1([C:7]2[CH:13]=[CH:12][C:10]([NH2:11])=[CH:9][CH:8]=2)[CH2:6][CH2:5][CH2:4][CH2:3][CH2:2]1.C1C2C(C[O:28][C:29]([N:31]3[CH2:36][CH2:35][N:34](C(OC(C)(C)C)=O)[CH2:33][CH:32]3[CH2:44]C(O)=O)=O)C3C(=CC=CC=3)C=2C=CC=1.[N:48]([C:51]1[CH:56]=[CH:55][C:54]([C:57]2[CH:62]=[CH:61][CH:60]=[CH:59][CH:58]=2)=[CH:53][CH:52]=1)=[C:49]=[O:50]. (6) The reactants are: ClCCCl.C[Si](Cl)(C)C.I[CH:11]1[CH2:14][N:13]([C:15]([O:17][C:18]([CH3:21])([CH3:20])[CH3:19])=[O:16])[CH2:12]1.O1C=CC=C1P(C1OC=CC=1)C1OC=CC=1.I[C:39]1[CH:44]=[CH:43][C:42]([N+:45]([O-:47])=[O:46])=[CH:41][CH:40]=1. Given the product [N+:45]([C:42]1[CH:43]=[CH:44][C:39]([CH:11]2[CH2:14][N:13]([C:15]([O:17][C:18]([CH3:21])([CH3:20])[CH3:19])=[O:16])[CH2:12]2)=[CH:40][CH:41]=1)([O-:47])=[O:46], predict the reactants needed to synthesize it. (7) Given the product [Cl:31][C:32]1[CH:37]=[CH:36][C:35]([NH:38][C:39](=[O:60])[NH:40][C:41]2[CH:42]=[CH:43][C:44]([C:47]3[S:51][C:50]([CH2:52][C:53]([CH3:59])([CH3:58])[C:54]([OH:56])=[O:55])=[N:49][CH:48]=3)=[CH:45][CH:46]=2)=[C:34]([O:61][C:62]2[CH:63]=[CH:64][CH:65]=[CH:66][CH:67]=2)[CH:33]=1, predict the reactants needed to synthesize it. The reactants are: FC(F)(F)C1C=C(NC(=O)NC2C=CC(C3SC(CCC(O)=O)=NC=3)=CC=2)C=CC=1.[Cl:31][C:32]1[CH:37]=[CH:36][C:35]([NH:38][C:39](=[O:60])[NH:40][C:41]2[CH:46]=[CH:45][C:44]([C:47]3[S:51][C:50]([CH2:52][C:53]([CH3:59])([CH3:58])[C:54]([O:56]C)=[O:55])=[N:49][CH:48]=3)=[CH:43][CH:42]=2)=[C:34]([O:61][C:62]2[CH:67]=[CH:66][CH:65]=[CH:64][CH:63]=2)[CH:33]=1. (8) Given the product [Br:1][C:2]1[CH:3]=[C:4]([NH2:10])[C:5]([NH2:6])=[CH:7][C:8]=1[F:9], predict the reactants needed to synthesize it. The reactants are: [Br:1][C:2]1[C:8]([F:9])=[CH:7][C:5]([NH2:6])=[C:4]([N+:10]([O-])=O)[CH:3]=1.[Cl-].[NH4+]. (9) Given the product [F:1][C:2]1([F:24])[CH2:7][CH2:6][CH2:5][CH:4]([CH2:8][NH:9][C:10]([C:12]2[C:13]3[CH:14]=[CH:15][C:16]([N:34]4[CH2:38][CH2:37][CH:36]([CH2:39][OH:40])[CH2:35]4)=[N:17][C:18]=3[CH:19]=[CH:20][C:21]=2[Cl:22])=[O:11])[CH2:3]1, predict the reactants needed to synthesize it. The reactants are: [F:1][C:2]1([F:24])[CH2:7][CH2:6][CH2:5][CH:4]([CH2:8][NH:9][C:10]([C:12]2[C:13]3[CH:14]=[CH:15][C:16](Cl)=[N:17][C:18]=3[CH:19]=[CH:20][C:21]=2[Cl:22])=[O:11])[CH2:3]1.CCN(C(C)C)C(C)C.[NH:34]1[CH2:38][CH2:37][CH:36]([CH2:39][OH:40])[CH2:35]1. (10) Given the product [F:42][C:43]1[CH:44]=[C:45]([C:46](=[O:47])[CH2:48][CH2:49][C:50]([N:19]2[CH2:20][CH2:21][N:16]3[CH2:14][CH2:13][CH2:12][CH2:11][C@H:17]3[CH2:18]2)=[O:52])[CH:53]=[CH:54][C:55]=1[O:56][CH3:57], predict the reactants needed to synthesize it. The reactants are: COC1C=C([C:11](=O)[CH2:12][CH2:13][C:14]([N:16]2[CH2:21][CH2:20][N:19]3CCC[C@H:18]3[CH2:17]2)=O)C=CC=1OC.C(OC(N1CCCC[C@H]1C(O)=O)=O)(C)(C)C.[F:42][C:43]1[CH:44]=[C:45]([CH:53]=[CH:54][C:55]=1[O:56][CH3:57])[C:46]([CH2:48][CH2:49][C:50]([OH:52])=O)=[O:47].